Dataset: Reaction yield outcomes from USPTO patents with 853,638 reactions. Task: Predict the reaction yield, written as a fraction of the theoretical maximum amount of product (1.0 means a 100% yield; for example, 0.34 means a 34% yield). (1) The reactants are [OH:1][C:2]1[CH:3]=[C:4]2[C:9](=[CH:10][CH:11]=1)[N:8]([C:12](=[O:14])[CH3:13])[C@@H:7]([CH3:15])[C@H:6]([CH3:16])[C@H:5]2[NH:17][C:18]1[CH:23]=[CH:22][CH:21]=[CH:20][CH:19]=1.CC(C)([O-])C.[Na+].[F:30][C:31]([F:50])([F:49])[S:32](N(C1C=CC=CC=1)[S:32]([C:31]([F:50])([F:49])[F:30])(=[O:34])=[O:33])(=[O:34])=[O:33]. The catalyst is O1CCCC1. The product is [F:30][C:31]([F:50])([F:49])[S:32]([O:1][C:2]1[CH:3]=[C:4]2[C:9](=[CH:10][CH:11]=1)[N:8]([C:12](=[O:14])[CH3:13])[CH:7]([CH3:15])[CH:6]([CH3:16])[CH:5]2[NH:17][C:18]1[CH:19]=[CH:20][CH:21]=[CH:22][CH:23]=1)(=[O:34])=[O:33]. The yield is 0.790. (2) The reactants are O1CCCCC1[O:7][NH:8][C:9]([C:11]1([S:20]([C:23]2[CH:28]=[CH:27][C:26]([C:29]3[CH:34]=[CH:33][C:32]([CH2:35][CH2:36][C:37]([F:43])([F:42])[C:38]([F:41])([F:40])[F:39])=[CH:31][CH:30]=3)=[CH:25][CH:24]=2)(=[O:22])=[O:21])[CH2:16][CH2:15][N:14]([CH:17]2[CH2:19][CH2:18]2)[CH2:13][CH2:12]1)=[O:10].C(O)C.[ClH:47]. The catalyst is C(OCC)(=O)C.O1CCOCC1. The product is [ClH:47].[CH:17]1([N:14]2[CH2:13][CH2:12][C:11]([S:20]([C:23]3[CH:24]=[CH:25][C:26]([C:29]4[CH:34]=[CH:33][C:32]([CH2:35][CH2:36][C:37]([F:43])([F:42])[C:38]([F:39])([F:40])[F:41])=[CH:31][CH:30]=4)=[CH:27][CH:28]=3)(=[O:22])=[O:21])([C:9]([NH:8][OH:7])=[O:10])[CH2:16][CH2:15]2)[CH2:18][CH2:19]1. The yield is 0.720. (3) The reactants are C(C1C=C(NC2N=C(NC3C=CC=C(C(O)=O)C=3)C(F)=CN=2)C=CC=1)(O)=O.[CH3:28][O:29][C:30]1[CH:31]=[C:32]([NH:40][C:41]2[N:46]=[C:45]([NH:47][C:48]3[CH:53]=[CH:52][C:51]([C:54]([O:56]C)=[O:55])=[C:50]([O:58][CH3:59])[CH:49]=3)[C:44]([F:60])=[CH:43][N:42]=2)[CH:33]=[CH:34][C:35]=1[C:36]([O:38]C)=[O:37].[OH-].[Na+]. No catalyst specified. The product is [C:36]([C:35]1[CH:34]=[CH:33][C:32]([NH:40][C:41]2[N:46]=[C:45]([NH:47][C:48]3[CH:53]=[CH:52][C:51]([C:54]([OH:56])=[O:55])=[C:50]([O:58][CH3:59])[CH:49]=3)[C:44]([F:60])=[CH:43][N:42]=2)=[CH:31][C:30]=1[O:29][CH3:28])([OH:38])=[O:37]. The yield is 0.640.